This data is from Catalyst prediction with 721,799 reactions and 888 catalyst types from USPTO. The task is: Predict which catalyst facilitates the given reaction. (1) Reactant: [CH2:1]([C:3]1[N:8]=[C:7]2[NH:9][C:10](=[S:12])[O:11][C:6]2=[CH:5][CH:4]=1)[CH3:2].[C:13](=O)([O-])[O-].[K+].[K+].CI. Product: [CH2:1]([C:3]1[N:8]=[C:7]2[N:9]=[C:10]([S:12][CH3:13])[O:11][C:6]2=[CH:5][CH:4]=1)[CH3:2]. The catalyst class is: 31. (2) Reactant: [Cl:1][C:2]1[CH:7]=[CH:6][C:5]([N:8]=[C:9]=[O:10])=[CH:4][CH:3]=1.[NH2:11][C:12]1[CH:13]=[C:14]([B:18]([OH:20])[OH:19])[CH:15]=[CH:16][CH:17]=1. Product: [Cl:1][C:2]1[CH:7]=[CH:6][C:5]([NH:8][C:9]([NH:11][C:12]2[CH:13]=[C:14]([B:18]([OH:20])[OH:19])[CH:15]=[CH:16][CH:17]=2)=[O:10])=[CH:4][CH:3]=1. The catalyst class is: 1.